This data is from Full USPTO retrosynthesis dataset with 1.9M reactions from patents (1976-2016). The task is: Predict the reactants needed to synthesize the given product. (1) Given the product [Cl:23][C:17]1[CH:18]=[C:19]([F:22])[CH:20]=[CH:21][C:16]=1[C:10]1[C:9]([NH:8][OH:25])([CH3:24])[C:13](=[O:14])[N:12]([CH3:15])[N:11]=1, predict the reactants needed to synthesize it. The reactants are: C(OC([N:8]([O:25]C(OC(C)(C)C)=O)[C:9]1([CH3:24])[C:13](=[O:14])[N:12]([CH3:15])[N:11]=[C:10]1[C:16]1[CH:21]=[CH:20][C:19]([F:22])=[CH:18][C:17]=1[Cl:23])=O)(C)(C)C. (2) The reactants are: C([O:3][C:4](=[O:24])[CH:5]([C:7]1[CH:23]=[CH:22][C:10]2[N:11]=[C:12]([NH:14][C:15]([O:17][C:18]([CH3:21])([CH3:20])[CH3:19])=[O:16])[S:13][C:9]=2[CH:8]=1)[CH3:6])C.[OH-].[Na+].C(O)(=O)C. Given the product [C:18]([O:17][C:15]([NH:14][C:12]1[S:13][C:9]2[CH:8]=[C:7]([CH:5]([CH3:6])[C:4]([OH:24])=[O:3])[CH:23]=[CH:22][C:10]=2[N:11]=1)=[O:16])([CH3:21])([CH3:19])[CH3:20], predict the reactants needed to synthesize it.